Dataset: Full USPTO retrosynthesis dataset with 1.9M reactions from patents (1976-2016). Task: Predict the reactants needed to synthesize the given product. Given the product [CH2:1]([O:3][C:4](=[O:21])[CH2:5][C:6]1[CH:11]=[CH:10][CH:9]=[C:8]([NH:12][CH3:13])[N:7]=1)[CH3:2], predict the reactants needed to synthesize it. The reactants are: [CH2:1]([O:3][C:4](=[O:21])[CH2:5][C:6]1[CH:11]=[CH:10][CH:9]=[C:8]([NH:12][CH2:13]C(OC(C)(C)C)=O)[N:7]=1)[CH3:2].Cl.O1CCOCC1.